Dataset: NCI-60 drug combinations with 297,098 pairs across 59 cell lines. Task: Regression. Given two drug SMILES strings and cell line genomic features, predict the synergy score measuring deviation from expected non-interaction effect. Drug 1: CC1=C(N=C(N=C1N)C(CC(=O)N)NCC(C(=O)N)N)C(=O)NC(C(C2=CN=CN2)OC3C(C(C(C(O3)CO)O)O)OC4C(C(C(C(O4)CO)O)OC(=O)N)O)C(=O)NC(C)C(C(C)C(=O)NC(C(C)O)C(=O)NCCC5=NC(=CS5)C6=NC(=CS6)C(=O)NCCC[S+](C)C)O. Drug 2: C1CCC(C(C1)N)N.C(=O)(C(=O)[O-])[O-].[Pt+4]. Cell line: SR. Synergy scores: CSS=89.0, Synergy_ZIP=0.178, Synergy_Bliss=-0.382, Synergy_Loewe=0.560, Synergy_HSA=0.802.